From a dataset of Forward reaction prediction with 1.9M reactions from USPTO patents (1976-2016). Predict the product of the given reaction. (1) Given the reactants [C:1]([NH:18][C@H:19]([C:23]([OH:25])=[O:24])[CH:20]([CH3:22])[CH3:21])([O:3][CH2:4][CH:5]1[C:17]2[C:12](=[CH:13][CH:14]=[CH:15][CH:16]=2)[C:11]2[C:6]1=[CH:7][CH:8]=[CH:9][CH:10]=2)=[O:2].CCN(C(C)C)C(C)C.[Cl-].O[C@H:37](/[CH:72]=[CH:73]/[CH2:74][CH2:75][S:76][C:77]([C:90]1[CH:95]=[CH:94][CH:93]=[CH:92][CH:91]=1)([C:84]1[CH:89]=[CH:88][CH:87]=[CH:86][CH:85]=1)[C:78]1[CH:83]=[CH:82][CH:81]=[CH:80][CH:79]=1)[CH2:38][C:39]([NH:41][CH2:42][C:43]1[N:48]=[C:47]([CH2:49][N:50]([CH2:61][C:62]2[C:71]3[C:66](=[CH:67][CH:68]=[CH:69][CH:70]=3)[CH:65]=[CH:64][CH:63]=2)[CH2:51][C:52]([O:54][CH2:55][CH2:56][Si:57]([CH3:60])([CH3:59])[CH3:58])=[O:53])[CH:46]=[CH:45][CH:44]=1)=[O:40], predict the reaction product. The product is: [CH:7]1[C:6]2[CH:5]([CH2:4][O:3][C:1]([NH:18][C@@H:19]([C:23]([O:25][C@H:37](/[CH:72]=[CH:73]/[CH2:74][CH2:75][S:76][C:77]([C:78]3[CH:83]=[CH:82][CH:81]=[CH:80][CH:79]=3)([C:84]3[CH:89]=[CH:88][CH:87]=[CH:86][CH:85]=3)[C:90]3[CH:91]=[CH:92][CH:93]=[CH:94][CH:95]=3)[CH2:38][C:39]([NH:41][CH2:42][C:43]3[CH:44]=[CH:45][CH:46]=[C:47]([CH2:49][N:50]([CH2:61][C:62]4[C:71]5[C:66](=[CH:67][CH:68]=[CH:69][CH:70]=5)[CH:65]=[CH:64][CH:63]=4)[CH2:51][C:52](=[O:53])[O:54][CH2:55][CH2:56][Si:57]([CH3:60])([CH3:58])[CH3:59])[N:48]=3)=[O:40])=[O:24])[CH:20]([CH3:21])[CH3:22])=[O:2])[C:17]3[C:12](=[CH:13][CH:14]=[CH:15][CH:16]=3)[C:11]=2[CH:10]=[CH:9][CH:8]=1. (2) The product is: [Si:1]([O:18][CH2:19][C@H:20]1[CH2:25][C@H:24]2[CH2:26][C@H:22]([C:23]2([CH3:28])[CH3:27])[C@@H:21]1[NH:29][C:42]1[C:43]([F:49])=[CH:44][N:45]=[C:40]([C:39]2[C:33]3[C:34](=[N:35][CH:36]=[C:31]([Cl:30])[CH:32]=3)[N:37]([S:50]([C:53]3[CH:59]=[CH:58][C:56]([CH3:57])=[CH:55][CH:54]=3)(=[O:52])=[O:51])[CH:38]=2)[N:41]=1)([C:14]([CH3:17])([CH3:15])[CH3:16])([C:8]1[CH:13]=[CH:12][CH:11]=[CH:10][CH:9]=1)[C:2]1[CH:7]=[CH:6][CH:5]=[CH:4][CH:3]=1. Given the reactants [Si:1]([O:18][CH2:19][C@H:20]1[CH2:25][C@H:24]2[CH2:26][C@H:22]([C:23]2([CH3:28])[CH3:27])[CH:21]1[NH2:29])([C:14]([CH3:17])([CH3:16])[CH3:15])([C:8]1[CH:13]=[CH:12][CH:11]=[CH:10][CH:9]=1)[C:2]1[CH:7]=[CH:6][CH:5]=[CH:4][CH:3]=1.[Cl:30][C:31]1[CH:32]=[C:33]2[C:39]([C:40]3[N:45]=[C:44](S(C)=O)[C:43]([F:49])=[CH:42][N:41]=3)=[CH:38][N:37]([S:50]([C:53]3[CH:59]=[CH:58][C:56]([CH3:57])=[CH:55][CH:54]=3)(=[O:52])=[O:51])[C:34]2=[N:35][CH:36]=1.C(N(C(C)C)CC)(C)C.[NH4+].[Cl-], predict the reaction product. (3) The product is: [C:9]1([N:15]2[CH2:16][CH2:17][CH:18]([C:21](=[O:23])[CH2:2][C:1]#[N:3])[CH2:19][CH2:20]2)[CH:10]=[CH:11][CH:12]=[CH:13][CH:14]=1. Given the reactants [C:1](#[N:3])[CH3:2].[Li]CCCC.[C:9]1([N:15]2[CH2:20][CH2:19][CH:18]([C:21]([O:23]CC)=O)[CH2:17][CH2:16]2)[CH:14]=[CH:13][CH:12]=[CH:11][CH:10]=1, predict the reaction product. (4) Given the reactants Cl[C:2]1[CH:3]=[C:4]([N:13]([CH:23]2[CH2:25][CH2:24]2)[CH2:14][C:15]2[CH:20]=[CH:19][C:18]([O:21][CH3:22])=[CH:17][CH:16]=2)[C:5]2[N:6]([C:8]([C:11]#[N:12])=[CH:9][N:10]=2)[N:7]=1.[C:26]1([NH2:33])[CH:31]=[CH:30][CH:29]=[C:28]([NH2:32])[CH:27]=1.C(=O)([O-])[O-].[Cs+].[Cs+].CC1(C)C2C(=C(P(C3C=CC=CC=3)C3C=CC=CC=3)C=CC=2)OC2C(P(C3C=CC=CC=3)C3C=CC=CC=3)=CC=CC1=2, predict the reaction product. The product is: [NH2:32][C:28]1[CH:27]=[C:26]([NH:33][C:2]2[CH:3]=[C:4]([N:13]([CH:23]3[CH2:25][CH2:24]3)[CH2:14][C:15]3[CH:20]=[CH:19][C:18]([O:21][CH3:22])=[CH:17][CH:16]=3)[C:5]3[N:6]([C:8]([C:11]#[N:12])=[CH:9][N:10]=3)[N:7]=2)[CH:31]=[CH:30][CH:29]=1.